Dataset: Peptide-MHC class I binding affinity with 185,985 pairs from IEDB/IMGT. Task: Regression. Given a peptide amino acid sequence and an MHC pseudo amino acid sequence, predict their binding affinity value. This is MHC class I binding data. (1) The peptide sequence is NQFGTMPSL. The MHC is BoLA-D18.4 with pseudo-sequence BoLA-D18.4. The binding affinity (normalized) is 0.695. (2) The binding affinity (normalized) is 0.0847. The MHC is HLA-B27:03 with pseudo-sequence HLA-B27:03. The peptide sequence is FREVWKQLF. (3) The peptide sequence is CMLTEFLHY. The MHC is HLA-A23:01 with pseudo-sequence HLA-A23:01. The binding affinity (normalized) is 0.246. (4) The peptide sequence is LPFYSNVTGF. The MHC is Mamu-A2201 with pseudo-sequence Mamu-A2201. The binding affinity (normalized) is 0.632. (5) The peptide sequence is YTEAAAATCA. The MHC is HLA-A68:02 with pseudo-sequence HLA-A68:02. The binding affinity (normalized) is 0.531. (6) The peptide sequence is VMCIQMKYV. The MHC is HLA-A24:03 with pseudo-sequence HLA-A24:03. The binding affinity (normalized) is 0.0847.